Task: Predict the reactants needed to synthesize the given product.. Dataset: Full USPTO retrosynthesis dataset with 1.9M reactions from patents (1976-2016) (1) Given the product [CH3:1][S:2][C:3]1[CH:8]=[CH:7][CH:6]=[CH:5][C:4]=1[CH:9]=[O:10], predict the reactants needed to synthesize it. The reactants are: [CH3:1][S:2][C:3]1[CH:8]=[CH:7][CH:6]=[CH:5][C:4]=1[CH2:9][OH:10].[Cr](Cl)([O-])(=O)=O.[NH+]1C=CC=CC=1. (2) Given the product [CH3:8][N:9]([CH3:10])[C:29](=[O:31])[CH2:28][N:25]1[C:26](=[O:27])[N:21]2[CH:20]=[N:19][C:18]([C:15](=[O:17])[NH2:16])=[C:22]2[N:23]=[N:24]1, predict the reactants needed to synthesize it. The reactants are: ClC(OC(C)C)=O.[CH3:8][N:9]1CCOC[CH2:10]1.[C:15]([C:18]1[N:19]=[CH:20][N:21]2[C:26](=[O:27])[N:25]([CH2:28][C:29]([OH:31])=O)[N:24]=[N:23][C:22]=12)(=[O:17])[NH2:16].Cl.CNC.C(N(CC)CC)C. (3) Given the product [CH2:12]([O:6][C:5](=[O:7])[C:4]1[CH:8]=[CH:9][C:10]([F:11])=[C:2]([Cl:1])[CH:3]=1)[CH3:13], predict the reactants needed to synthesize it. The reactants are: [Cl:1][C:2]1[CH:3]=[C:4]([CH:8]=[CH:9][C:10]=1[F:11])[C:5]([OH:7])=[O:6].[CH3:12][C:13]1C=CC(S(O)(=O)=O)=CC=1.O.[OH-].[Na+]. (4) Given the product [CH2:1]([O:3][C:4](=[O:17])/[CH:5]=[CH:6]/[C:7]1[CH:12]=[C:11]([O:13][CH3:14])[C:10]([Cl:15])=[CH:9][C:8]=1[NH:16][S:19]([CH3:18])(=[O:21])=[O:20])[CH3:2], predict the reactants needed to synthesize it. The reactants are: [CH2:1]([O:3][C:4](=[O:17])/[CH:5]=[CH:6]/[C:7]1[CH:12]=[C:11]([O:13][CH3:14])[C:10]([Cl:15])=[CH:9][C:8]=1[NH2:16])[CH3:2].[CH3:18][S:19](Cl)(=[O:21])=[O:20]. (5) The reactants are: [CH2:1]([N:3]1[C:7]2[CH:8]=[CH:9][C:10]([NH2:12])=[CH:11][C:6]=2[N:5]=[C:4]1[CH2:13][C:14]1[N:15]([C:19]2[CH:24]=[CH:23][CH:22]=[C:21]([F:25])[CH:20]=2)[N:16]=[CH:17][CH:18]=1)[CH3:2]. Given the product [CH2:1]([N:3]1[C:7]2[CH:8]=[CH:9][C:10]([N:12]3[CH:1]=[N:3][CH:4]=[N:5]3)=[CH:11][C:6]=2[N:5]=[C:4]1[CH2:13][C:14]1[N:15]([C:19]2[CH:24]=[CH:23][CH:22]=[C:21]([F:25])[CH:20]=2)[N:16]=[CH:17][CH:18]=1)[CH3:2], predict the reactants needed to synthesize it. (6) The reactants are: [NH2:1][C:2]1[N:7]=[CH:6][N:5]=[C:4]2[N:8]([C@@H]3CCCNC3)[N:9]=[C:10]([C:11]3[NH:12][C:13]4[C:18]([CH:19]=3)=[CH:17][C:16]([OH:20])=[CH:15][CH:14]=4)[C:3]=12.[O:27]=[C:28](/[CH:34]=[CH:35]/[CH3:36])[CH2:29][CH2:30][C:31]([OH:33])=O.CN(C(ON1N=N[C:47]2[CH:48]=[CH:49][CH:50]=[N:51][C:46]1=2)=[N+](C)C)C.F[P-](F)(F)(F)(F)F.CCN(C(C)C)C(C)C. Given the product [NH2:1][C:2]1[N:7]=[CH:6][N:5]=[C:4]2[N:8]([CH:48]3[CH2:47][CH2:46][N:51]([C:31](=[O:33])[CH2:30][CH2:29][C:28](=[O:27])/[CH:34]=[CH:35]/[CH3:36])[CH2:50][CH2:49]3)[N:9]=[C:10]([C:11]3[NH:12][C:13]4[C:18]([CH:19]=3)=[CH:17][C:16]([OH:20])=[CH:15][CH:14]=4)[C:3]=12, predict the reactants needed to synthesize it. (7) The reactants are: CS[C:3]1[CH:4]=[C:5]([CH:12]=[C:13]([N+:15]([O-:17])=[O:16])[CH:14]=1)[C:6]([O:8][CH2:9][CH:10]=[CH2:11])=[O:7].[OH:18][S:19]([O-:22])(=O)=O.[K+].[CH3:24]O. Given the product [CH3:24][S:19]([C:3]1[CH:4]=[C:5]([CH:12]=[C:13]([N+:15]([O-:17])=[O:16])[CH:14]=1)[C:6]([O:8][CH2:9][CH:10]=[CH2:11])=[O:7])(=[O:22])=[O:18], predict the reactants needed to synthesize it. (8) Given the product [NH3:6].[CH3:1][O:2][C:3](=[O:15])[CH2:4][CH:5]1[C:14]2[C:9](=[CH:10][CH:11]=[CH:12][CH:13]=2)[CH2:8][CH2:7][N:6]1[CH3:18], predict the reactants needed to synthesize it. The reactants are: [CH3:1][O:2][C:3](=[O:15])[CH2:4][CH:5]1[C:14]2[C:9](=[CH:10][CH:11]=[CH:12][CH:13]=2)[CH2:8][CH2:7][NH:6]1.C=O.[C:18](O[BH-](OC(=O)C)OC(=O)C)(=O)C.[Na+].[OH-].[Na+].